From a dataset of Catalyst prediction with 721,799 reactions and 888 catalyst types from USPTO. Predict which catalyst facilitates the given reaction. Reactant: [Cl:1][C:2]1[N:10]=[CH:9][C:8]([Cl:11])=[CH:7][C:3]=1[C:4]([OH:6])=O.[NH2:12][C@H:13]([C:15]1[CH:27]=[CH:26][C:18]([C:19]([O:21][C:22]([CH3:25])([CH3:24])[CH3:23])=[O:20])=[CH:17][CH:16]=1)[CH3:14].Cl.CN(C)CCCN=C=NCC.O.ON1C2C=CC=CC=2N=N1. Product: [Cl:1][C:2]1[C:3]([C:4]([NH:12][C@H:13]([C:15]2[CH:27]=[CH:26][C:18]([C:19]([O:21][C:22]([CH3:24])([CH3:23])[CH3:25])=[O:20])=[CH:17][CH:16]=2)[CH3:14])=[O:6])=[CH:7][C:8]([Cl:11])=[CH:9][N:10]=1. The catalyst class is: 236.